From a dataset of Choline transporter screen with 302,306 compounds. Binary Classification. Given a drug SMILES string, predict its activity (active/inactive) in a high-throughput screening assay against a specified biological target. (1) The result is 0 (inactive). The compound is S1C=2N(C(N)=C(C(C2C(OCC)=O)c2ccc(O)cc2)C(OCC)=O)C(=O)C1C. (2) The result is 0 (inactive). The molecule is O=C1N(C(=O)C2C1(C1CC2C=C1)C)c1cc(ccc1)C. (3) The molecule is O(c1n(nc2c1ccc(c2)C(=O)NCc1ccc(OC)cc1)CCOC)CC. The result is 0 (inactive).